This data is from Reaction yield outcomes from USPTO patents with 853,638 reactions. The task is: Predict the reaction yield, written as a fraction of the theoretical maximum amount of product (1.0 means a 100% yield; for example, 0.34 means a 34% yield). (1) The reactants are CS(O[CH:6]([C:15]1[CH:16]=[N:17][C:18]([NH:21][C:22]([C:24]2([C:27]3[CH:35]=[CH:34][C:30]4[O:31][CH2:32][O:33][C:29]=4[CH:28]=3)[CH2:26][CH2:25]2)=[O:23])=[CH:19][CH:20]=1)[C:7]1[CH:12]=[CH:11][CH:10]=[CH:9][C:8]=1[O:13][CH3:14])(=O)=O.[CH3:36][NH:37][CH3:38].C1COCC1.CCN(C(C)C)C(C)C. The catalyst is CN1C(=O)CCC1. The product is [O:31]1[C:30]2[CH:34]=[CH:35][C:27]([C:24]3([C:22]([NH:21][C:18]4[CH:19]=[CH:20][C:15]([CH:6]([N:37]([CH3:38])[CH3:36])[C:7]5[CH:12]=[CH:11][CH:10]=[CH:9][C:8]=5[O:13][CH3:14])=[CH:16][N:17]=4)=[O:23])[CH2:26][CH2:25]3)=[CH:28][C:29]=2[O:33][CH2:32]1. The yield is 0.820. (2) The reactants are [Cl:1][C:2]1[C:3]([NH:20][CH:21]2[CH2:26][CH2:25][N:24](C(OC(C)(C)C)=O)[CH2:23][CH:22]2[CH2:34][CH3:35])=[N:4][C:5]([NH:8][C:9]2[CH:10]=[CH:11][C:12]3[C:16]([CH:17]=2)=[N:15][N:14]([CH3:18])[C:13]=3[CH3:19])=[N:6][CH:7]=1.Cl. The catalyst is ClCCl.CCOC(C)=O. The product is [Cl:1][C:2]1[C:3]([NH:20][CH:21]2[CH2:26][CH2:25][NH:24][CH2:23][CH:22]2[CH2:34][CH3:35])=[N:4][C:5]([NH:8][C:9]2[CH:10]=[CH:11][C:12]3[C:16]([CH:17]=2)=[N:15][N:14]([CH3:18])[C:13]=3[CH3:19])=[N:6][CH:7]=1. The yield is 0.473. (3) The reactants are [CH3:1][C:2]1[CH:3]=[C:4]2[C:12]3=[C:13]([O:15][CH2:16][CH:17]([C:18]4[CH:23]=[CH:22][CH:21]=[CH:20][CH:19]=4)[N:11]3[C:10]3[CH:9]=[CH:8][CH:7]=[C:6]([O:24][CH2:25][CH2:26][NH2:27])[C:5]2=3)[CH:14]=1.[C:28](OC(=O)C)(=[O:30])[CH3:29]. The catalyst is CN(C=O)C.CN(C1C=CN=CC=1)C. The product is [CH3:1][C:2]1[CH:3]=[C:4]2[C:12]3=[C:13]([O:15][CH2:16][CH:17]([C:18]4[CH:23]=[CH:22][CH:21]=[CH:20][CH:19]=4)[N:11]3[C:10]3[CH:9]=[CH:8][CH:7]=[C:6]([O:24][CH2:25][CH2:26][NH:27][C:28](=[O:30])[CH3:29])[C:5]2=3)[CH:14]=1. The yield is 0.990. (4) The reactants are N[C:2]1[CH:7]=[CH:6][C:5]([C:8]2[NH:13][C:12](=[O:14])[NH:11][CH:10]([C:15]3[CH:20]=[C:19]([N+]([O-])=O)C(O)=C(OCC)[CH:16]=3)[C:9]=2[C:28]2[CH:33]=[CH:32][CH:31]=[CH:30][CH:29]=2)=[CH:4][CH:3]=1.[C:34]1([C:40](=[O:48])CC2C=CC=CC=2)C=CC=CC=1.N[C:50](N)=[O:51].Cl.[CH2:54]([OH:56])[CH3:55]. The catalyst is CCOC(C)=O. The product is [OH:56][C:54]1[CH:16]=[C:15]([CH:10]2[C:9]([C:28]3[CH:33]=[CH:32][CH:31]=[CH:30][CH:29]=3)=[C:8]([C:5]3[CH:4]=[CH:3][CH:2]=[CH:7][CH:6]=3)[NH:13][C:12](=[O:14])[NH:11]2)[CH:20]=[CH:19][C:55]=1[C:50]([O:48][CH2:40][CH3:34])=[O:51]. The yield is 0.695.